Dataset: Full USPTO retrosynthesis dataset with 1.9M reactions from patents (1976-2016). Task: Predict the reactants needed to synthesize the given product. (1) Given the product [CH:19]1([C:13]2[N:8]3[CH:9]4[CH2:10][CH:11]([C:5]5[CH:4]=[C:3]([F:23])[C:2]([C:33]#[C:32][C@@:30]([OH:34])([C:27]6[CH:26]=[C:25]([CH3:24])[O:29][N:28]=6)[CH3:31])=[CH:22][C:6]=5[C:7]3=[N:15][C:14]=2[C:16]([NH2:18])=[O:17])[CH2:12]4)[CH2:20][CH2:21]1, predict the reactants needed to synthesize it. The reactants are: Br[C:2]1[C:3]([F:23])=[CH:4][C:5]2[CH:11]3[CH2:12][CH:9]([CH2:10]3)[N:8]3[C:13]([CH:19]4[CH2:21][CH2:20]4)=[C:14]([C:16]([NH2:18])=[O:17])[N:15]=[C:7]3[C:6]=2[CH:22]=1.[CH3:24][C:25]1[O:29][N:28]=[C:27]([C@:30]([OH:34])([C:32]#[CH:33])[CH3:31])[CH:26]=1. (2) Given the product [Cl:1][C:2]1[CH:7]=[CH:6][CH:5]=[CH:4][C:3]=1[C:8]1[O:9][C:10]2[C:15]([C:16](=[O:18])[CH:17]=1)=[C:14]([O:19][CH3:20])[CH:13]=[C:12]([O:21][CH3:22])[C:11]=2[C@@H:23]1[CH2:28][CH2:27][N:26]([C:29]#[N:34])[CH2:25][C@H:24]1[O:30][C:31](=[O:33])[CH3:32], predict the reactants needed to synthesize it. The reactants are: [Cl:1][C:2]1[CH:7]=[CH:6][CH:5]=[CH:4][C:3]=1[C:8]1[O:9][C:10]2[C:15]([C:16](=[O:18])[CH:17]=1)=[C:14]([O:19][CH3:20])[CH:13]=[C:12]([O:21][CH3:22])[C:11]=2[C@@H:23]1[CH2:28][CH2:27][N:26]([CH3:29])[CH2:25][C@H:24]1[O:30][C:31](=[O:33])[CH3:32].[N:34]#CBr.O. (3) Given the product [NH2:8][C:6]1[CH:5]=[CH:4][N:3]=[C:2]([N:26]2[CH2:25][C:24]3([CH2:23][N:22]([C:20]([O:19][C:15]([CH3:17])([CH3:16])[CH3:18])=[O:21])[CH2:28]3)[CH2:27]2)[N:7]=1, predict the reactants needed to synthesize it. The reactants are: Cl[C:2]1[N:7]=[C:6]([NH2:8])[CH:5]=[CH:4][N:3]=1.C([O-])(=O)C([O-])=O.[C:15]([O:19][C:20]([N:22]1[CH2:28][C:24]2([CH2:27][NH2+:26][CH2:25]2)[CH2:23]1)=[O:21])([CH3:18])([CH3:17])[CH3:16].[C:15]([O:19][C:20]([N:22]1[CH2:23][C:24]2([CH2:25][NH2+:26][CH2:27]2)[CH2:28]1)=[O:21])([CH3:18])([CH3:16])[CH3:17].C(=O)([O-])[O-].[Cs+].[Cs+]. (4) Given the product [C:28]([C:32]1[N:36]=[C:35]([N:24]2[CH2:23][CH2:22][CH:21]([N:17]3[CH2:18][CH2:19][CH2:20][C@H:15]([NH:14][C:4]4[C:3]([F:2])=[CH:8][C:7]([S:9]([CH3:12])(=[O:11])=[O:10])=[CH:6][C:5]=4[F:13])[C:16]3=[O:27])[CH2:26][CH2:25]2)[S:34][N:33]=1)([CH3:31])([CH3:30])[CH3:29], predict the reactants needed to synthesize it. The reactants are: Cl.[F:2][C:3]1[CH:8]=[C:7]([S:9]([CH3:12])(=[O:11])=[O:10])[CH:6]=[C:5]([F:13])[C:4]=1[NH:14][C@H:15]1[CH2:20][CH2:19][CH2:18][N:17]([CH:21]2[CH2:26][CH2:25][NH:24][CH2:23][CH2:22]2)[C:16]1=[O:27].[C:28]([C:32]1[N:36]=[C:35](Cl)[S:34][N:33]=1)([CH3:31])([CH3:30])[CH3:29].C(N(CC)CC)C. (5) Given the product [CH2:20]([Sn:10]([CH2:16][CH2:17][CH2:18][CH3:19])([O:9][CH2:33][CH2:34][CH2:35][CH3:36])[O:11][CH2:12][CH2:13][CH2:14][CH3:15])[CH2:21][CH2:22][CH3:23], predict the reactants needed to synthesize it. The reactants are: C(=O)=O.C([Sn](CCCC)(OCCCC)[O:9][Sn:10]([CH2:20][CH2:21][CH2:22][CH3:23])([CH2:16][CH2:17][CH2:18][CH3:19])[O:11][CH2:12][CH2:13][CH2:14][CH3:15])CCC.[CH2:33](O)[CH2:34][CH2:35][CH3:36].